The task is: Predict the product of the given reaction.. This data is from Forward reaction prediction with 1.9M reactions from USPTO patents (1976-2016). (1) Given the reactants Cl[C:2]1[C:14]2[C:13]3[C:8](=[CH:9][C:10]([C:17]4[C:18]([CH3:23])=[N:19][O:20][C:21]=4[CH3:22])=[C:11]([O:15][CH3:16])[CH:12]=3)[NH:7][C:6]=2[N:5]=[C:4]([CH:24]([CH3:26])[CH3:25])[N:3]=1.[CH3:27][N:28]1[C:36]2[C:31](=[CH:32][CH:33]=[CH:34][CH:35]=2)[C:30]([NH2:37])=[N:29]1.C(C(O)=O)(F)(F)F, predict the reaction product. The product is: [CH3:23][C:18]1[C:17]([C:10]2[CH:9]=[C:8]3[C:13]([C:14]4[C:2]([NH:37][C:30]5[C:31]6[C:36](=[CH:35][CH:34]=[CH:33][CH:32]=6)[N:28]([CH3:27])[N:29]=5)=[N:3][C:4]([CH:24]([CH3:26])[CH3:25])=[N:5][C:6]=4[NH:7]3)=[CH:12][C:11]=2[O:15][CH3:16])=[C:21]([CH3:22])[O:20][N:19]=1. (2) Given the reactants [NH:1]1[CH:5]=[CH:4][CH:3]=[CH:2]1.I[C:7]1[CH:8]=[C:9]([CH3:14])[CH:10]=[C:11]([CH3:13])[CH:12]=1, predict the reaction product. The product is: [CH3:14][C:9]1[CH:8]=[C:7]([N:1]2[CH:5]=[CH:4][CH:3]=[CH:2]2)[CH:12]=[C:11]([CH3:13])[CH:10]=1. (3) Given the reactants [NH2:1][C@@H:2]1[CH2:7][CH2:6][CH2:5][CH2:4][C@H:3]1[CH2:8][OH:9].O=[C:11]1[CH2:16][CH2:15][N:14]([C:17]([O:19][C:20]([CH3:23])([CH3:22])[CH3:21])=[O:18])[CH2:13][CH2:12]1, predict the reaction product. The product is: [OH:9][CH2:8][C@@H:3]1[CH2:4][CH2:5][CH2:6][CH2:7][C@H:2]1[NH:1][CH:11]1[CH2:16][CH2:15][N:14]([C:17]([O:19][C:20]([CH3:23])([CH3:22])[CH3:21])=[O:18])[CH2:13][CH2:12]1. (4) Given the reactants [NH2:1][C:2]1[C:3]([NH:8][C:9](=O)[C:10]([C@@H:13]2[C:26]3[C:21](=[N:22][C:23]([Cl:27])=[CH:24][CH:25]=3)[O:20][C:19]3[C:14]2=[CH:15][CH:16]=[CH:17][C:18]=3[F:28])([CH3:12])[CH3:11])=[N:4][CH:5]=[N:6][CH:7]=1.C([O-])([O-])=O.[Na+].[Na+], predict the reaction product. The product is: [N:6]1[CH:7]=[C:2]2[C:3]([NH:8][C:9]([C:10]([C@@H:13]3[C:26]4[C:21](=[N:22][C:23]([Cl:27])=[CH:24][CH:25]=4)[O:20][C:19]4[C:14]3=[CH:15][CH:16]=[CH:17][C:18]=4[F:28])([CH3:11])[CH3:12])=[N:1]2)=[N:4][CH:5]=1. (5) The product is: [F:10][C:9]([F:12])([F:11])[C:7]1[CH:6]=[C:5]([C@H:13]([O:15][C@H:16]2[CH2:21][CH2:20][N:19]([C:22]([C@H:24]3[CH2:29][CH2:28][C@H:27]([C:30]([NH:43][CH2:41][CH3:42])=[O:32])[CH2:26][CH2:25]3)=[O:23])[CH2:18][C@H:17]2[C:33]2[CH:34]=[CH:35][CH:36]=[CH:37][CH:38]=2)[CH3:14])[CH:4]=[C:3]([C:2]([F:1])([F:40])[F:39])[CH:8]=1. Given the reactants [F:1][C:2]([F:40])([F:39])[C:3]1[CH:4]=[C:5]([C@H:13]([O:15][C@H:16]2[CH2:21][CH2:20][N:19]([C:22]([C@H:24]3[CH2:29][CH2:28][C@H:27]([C:30]([OH:32])=O)[CH2:26][CH2:25]3)=[O:23])[CH2:18][C@H:17]2[C:33]2[CH:38]=[CH:37][CH:36]=[CH:35][CH:34]=2)[CH3:14])[CH:6]=[C:7]([C:9]([F:12])([F:11])[F:10])[CH:8]=1.[CH2:41]([NH2:43])[CH3:42], predict the reaction product. (6) Given the reactants [CH3:1][C:2]([Si:5]([CH3:25])([CH3:24])[O:6][CH2:7][C@H:8]([NH:16][C:17](=[O:23])[O:18][C:19]([CH3:22])([CH3:21])[CH3:20])[CH2:9][N:10]1[CH2:15][CH2:14][NH:13][CH2:12][CH2:11]1)([CH3:4])[CH3:3].C(Cl)CCl.C1C=C2C(N(O)N=NC2=CC=1)=O.[S:42]1[C:46]2[CH:47]=[CH:48][CH:49]=[CH:50][C:45]=2[CH:44]=[C:43]1[C:51]([NH:53][C@H:54]([C:59](O)=[O:60])[CH2:55][CH:56]([CH3:58])[CH3:57])=[O:52].CN1CCOCC1, predict the reaction product. The product is: [S:42]1[C:46]2[CH:47]=[CH:48][CH:49]=[CH:50][C:45]=2[CH:44]=[C:43]1[C:51]([NH:53][C@H:54]([C:59]([N:13]1[CH2:12][CH2:11][N:10]([CH2:9][C@@H:8]([NH:16][C:17](=[O:23])[O:18][C:19]([CH3:22])([CH3:21])[CH3:20])[CH2:7][O:6][Si:5]([C:2]([CH3:1])([CH3:3])[CH3:4])([CH3:25])[CH3:24])[CH2:15][CH2:14]1)=[O:60])[CH2:55][CH:56]([CH3:57])[CH3:58])=[O:52].